Predict the product of the given reaction. From a dataset of Forward reaction prediction with 1.9M reactions from USPTO patents (1976-2016). (1) Given the reactants [NH2:1][C:2]1[N:10]=[CH:9][CH:8]=[CH:7][C:3]=1[C:4]([OH:6])=[O:5].[Br:11]Br, predict the reaction product. The product is: [NH2:1][C:2]1[C:3]([C:4]([OH:6])=[O:5])=[CH:7][C:8]([Br:11])=[CH:9][N:10]=1. (2) Given the reactants COCCN(S(F)(F)[F:11])CCOC.[C@@:14]12([OH:23])[N:21]([CH3:22])[C@@H:18]([CH2:19][CH2:20]1)[CH2:17][CH:16]=[CH:15]2.O[C:25]1([C:38]([O-:40])=[O:39])[C:37]2[CH:36]=[CH:35][CH:34]=[CH:33][C:32]=2[C:31]2[C:26]1=[CH:27][CH:28]=[CH:29][CH:30]=2.O.C([O-])(O)=O.[Na+], predict the reaction product. The product is: [C@@:14]12([OH:23])[N:21]([CH3:22])[C@@H:18]([CH2:19][CH2:20]1)[CH2:17][CH:16]=[CH:15]2.[F:11][C:25]1([C:38]([O-:40])=[O:39])[C:37]2[CH:36]=[CH:35][CH:34]=[CH:33][C:32]=2[C:31]2[C:26]1=[CH:27][CH:28]=[CH:29][CH:30]=2. (3) Given the reactants [CH:1]1([CH2:4][O:5][C:6]2[CH:14]=[CH:13][C:9]3[O:10][CH2:11][O:12][C:8]=3[C:7]=2[C:15]2[C:16]3[NH:23][CH:22]=[C:21]([C:24]([OH:26])=O)[C:17]=3[N:18]=[CH:19][N:20]=2)[CH2:3][CH2:2]1.CCN(C(C)C)C(C)C.[NH2:36][C@H:37]([CH2:67][C:68]1[CH:73]=[CH:72][CH:71]=[CH:70][CH:69]=1)[C:38]([N:40]1[CH2:45][CH2:44][CH:43]([N:46]2[N:55]=[C:54]([C:56]3[CH:61]=[CH:60][C:59]([O:62][CH3:63])=[C:58]([O:64][CH3:65])[CH:57]=3)[CH2:53][C:48]3([CH2:52][CH2:51][CH2:50][CH2:49]3)[C:47]2=[O:66])[CH2:42][CH2:41]1)=[O:39].CN(C(ON1N=NC2C=CC=CC1=2)=[N+](C)C)C.F[P-](F)(F)(F)(F)F, predict the reaction product. The product is: [CH:1]1([CH2:4][O:5][C:6]2[CH:14]=[CH:13][C:9]3[O:10][CH2:11][O:12][C:8]=3[C:7]=2[C:15]2[C:16]3[NH:23][CH:22]=[C:21]([C:24]([NH:36][C@H:37]([CH2:67][C:68]4[CH:73]=[CH:72][CH:71]=[CH:70][CH:69]=4)[C:38]([N:40]4[CH2:45][CH2:44][CH:43]([N:46]5[N:55]=[C:54]([C:56]6[CH:61]=[CH:60][C:59]([O:62][CH3:63])=[C:58]([O:64][CH3:65])[CH:57]=6)[CH2:53][C:48]6([CH2:52][CH2:51][CH2:50][CH2:49]6)[C:47]5=[O:66])[CH2:42][CH2:41]4)=[O:39])=[O:26])[C:17]=3[N:18]=[CH:19][N:20]=2)[CH2:2][CH2:3]1. (4) Given the reactants F[C:2]1[C:7]([F:8])=[CH:6][CH:5]=[CH:4][C:3]=1[S:9](Cl)(=[O:11])=[O:10].[CH3:13][O:14][C:15]1[N:20]=[CH:19][C:18]([NH2:21])=[CH:17][CH:16]=1.[Cl:22][C:23]1[CH:30]=[CH:29][CH:28]=[C:27]([F:31])[C:24]=1[CH2:25][NH2:26], predict the reaction product. The product is: [Cl:22][C:23]1[CH:30]=[CH:29][CH:28]=[C:27]([F:31])[C:24]=1[CH2:25][NH:26][C:2]1[C:7]([F:8])=[CH:6][CH:5]=[CH:4][C:3]=1[S:9]([NH:21][C:18]1[CH:19]=[N:20][C:15]([O:14][CH3:13])=[CH:16][CH:17]=1)(=[O:11])=[O:10].